From a dataset of Catalyst prediction with 721,799 reactions and 888 catalyst types from USPTO. Predict which catalyst facilitates the given reaction. Reactant: [Cl:1][C:2]1[CH:7]=[C:6]([Cl:8])[CH:5]=[CH:4][C:3]=1[CH:9]1[CH2:14][CH:13]([C:15](=[O:22])[CH2:16][C:17](OCC)=[O:18])[CH2:12][CH2:11][N:10]1[C:23]([O:25][CH3:26])=[O:24].[OH-].[Na+].[NH2:29]O.Cl. Product: [Cl:1][C:2]1[CH:7]=[C:6]([Cl:8])[CH:5]=[CH:4][C:3]=1[CH:9]1[CH2:14][CH:13]([C:15]2[O:22][NH:29][C:17](=[O:18])[CH:16]=2)[CH2:12][CH2:11][N:10]1[C:23]([O:25][CH3:26])=[O:24]. The catalyst class is: 24.